Dataset: Catalyst prediction with 721,799 reactions and 888 catalyst types from USPTO. Task: Predict which catalyst facilitates the given reaction. (1) Reactant: O.C1(C)C=CC(S(O)(=O)=O)=CC=1.[CH2:13]([OH:17])[CH:14]([OH:16])[CH3:15].[Cl:18][C:19]1[N:24]=[CH:23][C:22]([NH:25]C(=O)OC(C)(C)C)=[C:21]([C:33](=O)[CH2:34][CH3:35])[CH:20]=1. Product: [Cl:18][C:19]1[N:24]=[CH:23][C:22]([NH2:25])=[C:21]([C:33]2([CH2:34][CH3:35])[O:16][CH:14]([CH3:15])[CH2:13][O:17]2)[CH:20]=1. The catalyst class is: 133. (2) Reactant: Br[C:2]1[CH:18]=[CH:17][C:5]2[S:6][CH:7]=[C:8]([C:9]([N:11]3[CH2:16][CH2:15][CH2:14][CH2:13][CH2:12]3)=[O:10])[C:4]=2[CH:3]=1.[CH:19]([N:22]1[CH2:27][CH2:26][NH:25][CH2:24][CH2:23]1)([CH3:21])[CH3:20].[C:28]([O-])([O-])=[O:29].[Na+].[Na+]. Product: [CH:19]([N:22]1[CH2:27][CH2:26][N:25]([C:28]([C:2]2[CH:18]=[CH:17][C:5]3[S:6][CH:7]=[C:8]([C:9]([N:11]4[CH2:16][CH2:15][CH2:14][CH2:13][CH2:12]4)=[O:10])[C:4]=3[CH:3]=2)=[O:29])[CH2:24][CH2:23]1)([CH3:21])[CH3:20]. The catalyst class is: 6. (3) Reactant: [S:1]1[CH:5]=[CH:4][CH:3]=[C:2]1[C:6]1[S:7][CH:8]=[CH:9][C:10]=1[C:11]1[S:12][CH:13]=[CH:14][CH:15]=1.C1C(=O)N([Br:23])C(=O)C1.CC(N=NC(C#N)(C)C)(C#N)C. Product: [Br:23][C:3]1[CH:4]=[CH:5][S:1][C:2]=1[C:6]1[S:7][CH:8]=[CH:9][C:10]=1[C:11]1[S:12][CH:13]=[CH:14][CH:15]=1. The catalyst class is: 53. (4) Reactant: [Cl:1][C:2]1[CH:7]=[CH:6][C:5]([N+:8]([O-:10])=[O:9])=[C:4](F)[CH:3]=1.[CH3:12][O:13][C:14]1[CH:19]=[CH:18][C:17]([OH:20])=[CH:16][CH:15]=1.C([O-])([O-])=O.[K+].[K+]. Product: [Cl:1][C:2]1[CH:7]=[CH:6][C:5]([N+:8]([O-:10])=[O:9])=[C:4]([O:20][C:17]2[CH:18]=[CH:19][C:14]([O:13][CH3:12])=[CH:15][CH:16]=2)[CH:3]=1. The catalyst class is: 3. (5) Reactant: [F:1][C:2]1[CH:7]=[CH:6][C:5]([CH2:8][C:9]([N:11]2[C@@H:15]([CH:16]([CH3:18])[CH3:17])[CH2:14][O:13][C:12]2=[O:19])=[O:10])=[CH:4][CH:3]=1.[CH3:20][Si]([N-][Si](C)(C)C)(C)C.[Na+].CC(O)=O. Product: [F:1][C:2]1[CH:7]=[CH:6][C:5]([C@H:8]([CH3:20])[C:9]([N:11]2[C@@H:15]([CH:16]([CH3:17])[CH3:18])[CH2:14][O:13][C:12]2=[O:19])=[O:10])=[CH:4][CH:3]=1. The catalyst class is: 116. (6) Reactant: [CH3:1][N:2]1[CH2:7][CH2:6][N:5]([C:8]2[C:16]3[C:11](=[CH:12][C:13]([C:17]([O-:19])=O)=[CH:14][CH:15]=3)[NH:10][N:9]=2)[CH2:4][CH2:3]1.[Li+].C(Cl)CCl.C1C=CC2N(O)N=NC=2C=1.CCN(CC)CC.[CH3:42][O:43][C:44]1[CH:51]=[CH:50][CH:49]=[CH:48][C:45]=1[CH2:46][NH2:47]. Product: [CH3:42][O:43][C:44]1[CH:51]=[CH:50][CH:49]=[CH:48][C:45]=1[CH2:46][NH:47][C:17]([C:13]1[CH:12]=[C:11]2[C:16]([C:8]([N:5]3[CH2:4][CH2:3][N:2]([CH3:1])[CH2:7][CH2:6]3)=[N:9][NH:10]2)=[CH:15][CH:14]=1)=[O:19]. The catalyst class is: 39. (7) Reactant: Cl[C:2]1[N:7]=[C:6]([NH:8][C@@H:9]2[CH2:13][CH2:12][CH2:11][C@H:10]2[NH:14][S:15]([CH3:18])(=[O:17])=[O:16])[C:5]([Cl:19])=[CH:4][N:3]=1.[CH3:20][O:21][CH2:22][CH2:23][N:24]1[CH2:30][CH2:29][C:28]2[CH:31]=[C:32]([NH2:35])[CH:33]=[CH:34][C:27]=2[CH2:26][CH2:25]1.C12(CS(O)(=O)=O)C(C)(C)C(CC1)CC2=O. Product: [Cl:19][C:5]1[C:6]([NH:8][C@@H:9]2[CH2:13][CH2:12][CH2:11][C@H:10]2[NH:14][S:15]([CH3:18])(=[O:17])=[O:16])=[N:7][C:2]([NH:35][C:32]2[CH:33]=[CH:34][C:27]3[CH2:26][CH2:25][N:24]([CH2:23][CH2:22][O:21][CH3:20])[CH2:30][CH2:29][C:28]=3[CH:31]=2)=[N:3][CH:4]=1. The catalyst class is: 32. (8) Reactant: [CH:1]1([C:4]([CH:6]2[CH2:18][CH2:17][C:9]3[N:10]=[C:11]([NH:13][C:14](=[O:16])[CH3:15])[S:12][C:8]=3[C:7]2=O)=O)[CH2:3][CH2:2]1.Cl.[Cl:21][C:22]1[CH:27]=[C:26]([N+:28]([O-:30])=[O:29])[CH:25]=[CH:24][C:23]=1[NH:31][NH2:32]. Product: [Cl:21][C:22]1[CH:27]=[C:26]([N+:28]([O-:30])=[O:29])[CH:25]=[CH:24][C:23]=1[N:31]1[C:7]2[C:8]3[S:12][C:11]([NH:13][C:14](=[O:16])[CH3:15])=[N:10][C:9]=3[CH2:17][CH2:18][C:6]=2[C:4]([CH:1]2[CH2:3][CH2:2]2)=[N:32]1. The catalyst class is: 15. (9) Reactant: Cl[C:2]1[CH:7]=[N:6][CH:5]=[C:4]([Cl:8])[N:3]=1.[OH:9][C:10]1[CH:18]=[C:17]2[C:13]([CH2:14][CH2:15][C:16]2=[O:19])=[CH:12][CH:11]=1. Product: [Cl:8][C:4]1[CH:5]=[N:6][CH:7]=[C:2]([O:9][C:10]2[CH:18]=[C:17]3[C:13]([CH2:14][CH2:15][C:16]3=[O:19])=[CH:12][CH:11]=2)[N:3]=1. The catalyst class is: 25.